Dataset: Catalyst prediction with 721,799 reactions and 888 catalyst types from USPTO. Task: Predict which catalyst facilitates the given reaction. (1) Reactant: [Cl:1][C:2]1[N:10]([CH2:11][CH:12]=[CH2:13])[C:9]2[C:8](=[O:14])[NH:7][C:6](=[O:15])[NH:5][C:4]=2[N:3]=1.I[CH2:17][CH2:18][CH3:19].C(=O)([O-])[O-].[Na+].[Na+]. Product: [Cl:1][C:2]1[N:10]([CH2:11][CH:12]=[CH2:13])[C:9]2[C:8](=[O:14])[NH:7][C:6](=[O:15])[N:5]([CH2:17][CH2:18][CH3:19])[C:4]=2[N:3]=1. The catalyst class is: 3. (2) Reactant: [CH2:1]([O:8][C:9]([N:11]1[CH2:16][CH2:15][CH:14]([CH:17]2[C:25]3[C:20](=[CH:21][CH:22]=[CH:23][CH:24]=3)[NH:19][CH2:18]2)[CH2:13][CH2:12]1)=[O:10])[C:2]1[CH:7]=[CH:6][CH:5]=[CH:4][CH:3]=1.C(N(CC)CC)C.[CH3:33][S:34](Cl)(=[O:36])=[O:35].C(OCC)(=O)C. Product: [CH2:1]([O:8][C:9]([N:11]1[CH2:16][CH2:15][CH:14]([CH:17]2[C:25]3[C:20](=[CH:21][CH:22]=[CH:23][CH:24]=3)[N:19]([S:34]([CH3:33])(=[O:36])=[O:35])[CH2:18]2)[CH2:13][CH2:12]1)=[O:10])[C:2]1[CH:7]=[CH:6][CH:5]=[CH:4][CH:3]=1. The catalyst class is: 4.